From a dataset of Full USPTO retrosynthesis dataset with 1.9M reactions from patents (1976-2016). Predict the reactants needed to synthesize the given product. (1) Given the product [F:1][C:2]1[CH:3]=[CH:4][C:5]([C:8]2[C:12]3[CH2:13][N:14]([C:17](=[O:19])[CH3:18])[CH2:15][CH2:16][C:11]=3[N:10]([C@H:51]3[C:59]4[C:54](=[CH:55][CH:56]=[CH:57][CH:58]=4)[CH2:53][CH2:52]3)[N:9]=2)=[CH:6][CH:7]=1, predict the reactants needed to synthesize it. The reactants are: [F:1][C:2]1[CH:7]=[CH:6][C:5]([C:8]2[C:12]3[CH2:13][N:14]([C:17](=[O:19])[CH3:18])[CH2:15][CH2:16][C:11]=3[NH:10][N:9]=2)=[CH:4][CH:3]=1.C(P(CCCC)CCCC)CCC.N(C(N1CCCCC1)=O)=NC(N1CCCCC1)=O.[C@@H:51]1(O)[C:59]2[C:54](=[CH:55][CH:56]=[CH:57][CH:58]=2)[CH2:53][CH2:52]1. (2) Given the product [Br:1][C:2]1[CH:11]=[CH:10][C:5]2[N:6]=[C:7]([N:23]3[CH2:24][CH2:25][N:20]([C:15]4[C:14]([C:13]([F:27])([F:12])[F:26])=[CH:19][CH:18]=[CH:17][N:16]=4)[CH2:21][CH2:22]3)[NH:8][C:4]=2[CH:3]=1, predict the reactants needed to synthesize it. The reactants are: [Br:1][C:2]1[CH:11]=[CH:10][C:5]2[NH:6][C:7](Cl)=[N:8][C:4]=2[CH:3]=1.[F:12][C:13]([F:27])([F:26])[C:14]1[C:15]([N:20]2[CH2:25][CH2:24][NH:23][CH2:22][CH2:21]2)=[N:16][CH:17]=[CH:18][CH:19]=1. (3) Given the product [CH:10]([S:9][C:4]1[C:3]([CH2:2][O:25][C:22]2[CH:21]=[CH:20][C:19]([CH2:18][C:17]([CH3:27])([CH3:26])[C:16]([OH:28])=[O:15])=[CH:24][CH:23]=2)=[CH:8][CH:7]=[CH:6][N:5]=1)([CH3:12])[CH3:11], predict the reactants needed to synthesize it. The reactants are: Cl[CH2:2][C:3]1[C:4]([S:9][CH:10]([CH3:12])[CH3:11])=[N:5][CH:6]=[CH:7][CH:8]=1.C([O:15][C:16](=[O:28])[C:17]([CH3:27])([CH3:26])[CH2:18][C:19]1[CH:24]=[CH:23][C:22]([OH:25])=[CH:21][CH:20]=1)C. (4) The reactants are: Br[C:2]1[CH:3]=[C:4]([Cl:11])[C:5]([CH2:8][C:9]#[N:10])=[N:6][CH:7]=1.[F:12][C:13]([F:20])([F:19])[C:14]1[CH:18]=[CH:17][NH:16][N:15]=1.C(=O)([O-])[O-].[K+].[K+].CN[C@@H]1CCCC[C@H]1NC. Given the product [Cl:11][C:4]1[C:5]([CH2:8][C:9]#[N:10])=[N:6][CH:7]=[C:2]([N:16]2[CH:17]=[CH:18][C:14]([C:13]([F:20])([F:19])[F:12])=[N:15]2)[CH:3]=1, predict the reactants needed to synthesize it. (5) Given the product [Cl:13][C:10]1[C:9]2[C:4](=[CH:5][C:6]([F:15])=[CH:7][C:8]=2[F:14])[N:3]=[C:2]([C:19]2[CH:20]=[CH:21][CH:22]=[C:17]([CH3:16])[N:18]=2)[C:11]=1[CH3:12], predict the reactants needed to synthesize it. The reactants are: Cl[C:2]1[C:11]([CH3:12])=[C:10]([Cl:13])[C:9]2[C:4](=[CH:5][C:6]([F:15])=[CH:7][C:8]=2[F:14])[N:3]=1.[CH3:16][C:17]1[CH:22]=[CH:21][CH:20]=[C:19]([Sn](CCCC)(CCCC)CCCC)[N:18]=1. (6) Given the product [CH2:26]([NH:31][C:2]1[CH:7]=[CH:6][C:5]([C:8]2[O:9][C:10]3[CH:16]=[CH:15][CH:14]=[CH:13][C:11]=3[N:12]=2)=[CH:4][C:3]=1[N+:17]([O-:19])=[O:18])[C:27]([CH3:30])([CH3:29])[CH3:28], predict the reactants needed to synthesize it. The reactants are: F[C:2]1[CH:7]=[CH:6][C:5]([C:8]2[O:9][C:10]3[CH:16]=[CH:15][CH:14]=[CH:13][C:11]=3[N:12]=2)=[CH:4][C:3]=1[N+:17]([O-:19])=[O:18].C(=O)([O-])[O-].[K+].[K+].[CH2:26]([NH2:31])[C:27]([CH3:30])([CH3:29])[CH3:28].O. (7) The reactants are: [F:1][C:2]1[CH:7]=[CH:6][C:5]([N:8]2[C:16]3[C:11](=[CH:12][C:13](OS(C(F)(F)F)(=O)=O)=[CH:14][CH:15]=3)[CH:10]=[CH:9]2)=[CH:4][CH:3]=1.[CH2:25]([OH:30])[CH2:26][CH2:27][C:28]#[CH:29].Cl. Given the product [F:1][C:2]1[CH:7]=[CH:6][C:5]([N:8]2[C:16]3[C:11](=[CH:12][C:13]([C:29]#[C:28][CH2:27][CH2:26][CH2:25][OH:30])=[CH:14][CH:15]=3)[CH:10]=[CH:9]2)=[CH:4][CH:3]=1, predict the reactants needed to synthesize it.